Predict which catalyst facilitates the given reaction. From a dataset of Catalyst prediction with 721,799 reactions and 888 catalyst types from USPTO. Reactant: [CH3:1][O:2][C:3]1[CH:21]=[C:20]([O:22][CH2:23][C:24]2[N:25]=[C:26]([C:33]3(O)[CH2:38][CH2:37][O:36][CH2:35][CH2:34]3)[S:27][C:28]=2[C:29]([F:32])([F:31])[F:30])[C:6]2[CH:7]=[C:8]([C:10]3[N:11]=[C:12]4[N:16]([CH:17]=3)[N:15]=[C:14]([O:18][CH3:19])[S:13]4)[O:9][C:5]=2[CH:4]=1.CCN(S(F)(F)[F:46])CC. Product: [F:46][C:33]1([C:26]2[S:27][C:28]([C:29]([F:31])([F:32])[F:30])=[C:24]([CH2:23][O:22][C:20]3[C:6]4[CH:7]=[C:8]([C:10]5[N:11]=[C:12]6[N:16]([CH:17]=5)[N:15]=[C:14]([O:18][CH3:19])[S:13]6)[O:9][C:5]=4[CH:4]=[C:3]([O:2][CH3:1])[CH:21]=3)[N:25]=2)[CH2:38][CH2:37][O:36][CH2:35][CH2:34]1. The catalyst class is: 4.